Task: Predict the product of the given reaction.. Dataset: Forward reaction prediction with 1.9M reactions from USPTO patents (1976-2016) (1) Given the reactants [NH2:1][CH:2]1[CH2:7][CH2:6][CH2:5][N:4]([C:8](=[O:12])[CH2:9][CH2:10]Br)[CH2:3]1.Cl.[CH3:14][C:15]1[CH:20]=[CH:19][C:18]([NH:21]N)=[CH:17][CH:16]=1.[CH3:23][N:24]1[CH2:29][CH2:28][C:27](=O)[CH2:26][CH2:25]1, predict the reaction product. The product is: [NH2:1][CH:2]1[CH2:7][CH2:6][CH2:5][N:4]([C:8](=[O:12])[CH2:9][CH2:10][N:21]2[C:18]3[CH:19]=[CH:20][C:15]([CH3:14])=[CH:16][C:17]=3[C:26]3[CH2:25][N:24]([CH3:23])[CH2:29][CH2:28][C:27]2=3)[CH2:3]1. (2) Given the reactants [CH:1]1[C:13]2[NH:12][C:11]3[C:6](=[CH:7][CH:8]=[CH:9][CH:10]=3)[C:5]=2[C:4]([O:14][CH2:15][C:16]([CH3:21])([CH3:20])[C:17]([OH:19])=[O:18])=[CH:3][CH:2]=1.C1C2NC3C(=CC=CC=3)C=2C(OC(C)(C)C(O)=O)=CC=1.Cl[CH2:43][C:44]1[CH:62]=[CH:61][C:47]([O:48][CH2:49][C:50]2[N:51]=[C:52]([C:56]3[O:57][CH:58]=[CH:59][CH:60]=3)[O:53][C:54]=2[CH3:55])=[C:46]([O:63][CH3:64])[CH:45]=1.ClCC1C=CC(OCC2N=C(C3C=CC=CC=3)OC=2C)=C(OC)C=1, predict the reaction product. The product is: [O:57]1[CH:58]=[CH:59][CH:60]=[C:56]1[C:52]1[O:53][C:54]([CH3:55])=[C:50]([CH2:49][O:48][C:47]2[CH:61]=[CH:62][C:44]([CH2:43][N:12]3[C:13]4[CH:1]=[CH:2][CH:3]=[C:4]([O:14][CH2:15][C:16]([CH3:21])([CH3:20])[C:17]([OH:19])=[O:18])[C:5]=4[C:6]4[C:11]3=[CH:10][CH:9]=[CH:8][CH:7]=4)=[CH:45][C:46]=2[O:63][CH3:64])[N:51]=1. (3) The product is: [CH3:19][O:12][C:8]1[CH:9]=[C:10]2[C:5]([CH:4]=[CH:3][C:2]([NH2:1])=[CH:11]2)=[CH:6][CH:7]=1. Given the reactants [NH2:1][C:2]1[CH:11]=[C:10]2[C:5]([CH:6]=[CH:7][C:8]([OH:12])=[CH:9]2)=[CH:4][CH:3]=1.[H-].[Na+].S(OC)(O[CH3:19])(=O)=O, predict the reaction product.